Dataset: Peptide-MHC class I binding affinity with 185,985 pairs from IEDB/IMGT. Task: Regression. Given a peptide amino acid sequence and an MHC pseudo amino acid sequence, predict their binding affinity value. This is MHC class I binding data. (1) The peptide sequence is VDVCGMFTNR. The MHC is HLA-A66:01 with pseudo-sequence HLA-A66:01. The binding affinity (normalized) is 0. (2) The peptide sequence is GLLDSIKMIY. The MHC is HLA-A03:01 with pseudo-sequence HLA-A03:01. The binding affinity (normalized) is 0.646. (3) The peptide sequence is ETINEEAADW. The MHC is HLA-B58:01 with pseudo-sequence HLA-B58:01. The binding affinity (normalized) is 0.241. (4) The peptide sequence is RHDITGFIL. The MHC is HLA-A01:01 with pseudo-sequence HLA-A01:01. The binding affinity (normalized) is 0.0847. (5) The peptide sequence is NQNLIPSTVK. The MHC is HLA-A31:01 with pseudo-sequence HLA-A31:01. The binding affinity (normalized) is 0.0648. (6) The peptide sequence is DITNILGGVL. The MHC is HLA-A68:02 with pseudo-sequence HLA-A68:02. The binding affinity (normalized) is 0.423. (7) The peptide sequence is RRQDILDLWI. The MHC is HLA-A33:01 with pseudo-sequence HLA-A33:01. The binding affinity (normalized) is 0. (8) The peptide sequence is VSNLRTGKL. The MHC is HLA-E01:03 with pseudo-sequence HLA-E01:03. The binding affinity (normalized) is 0. (9) The peptide sequence is SLVSSLWSII. The MHC is HLA-B08:01 with pseudo-sequence HLA-B08:01. The binding affinity (normalized) is 0. (10) The peptide sequence is HTTPGVNL. The MHC is H-2-Db with pseudo-sequence H-2-Db. The binding affinity (normalized) is 0.